This data is from Peptide-MHC class I binding affinity with 185,985 pairs from IEDB/IMGT. The task is: Regression. Given a peptide amino acid sequence and an MHC pseudo amino acid sequence, predict their binding affinity value. This is MHC class I binding data. (1) The MHC is HLA-A02:06 with pseudo-sequence HLA-A02:06. The peptide sequence is SMYGKAFNHA. The binding affinity (normalized) is 0.871. (2) The peptide sequence is VLAWLYAAV. The MHC is HLA-A02:02 with pseudo-sequence HLA-A02:02. The binding affinity (normalized) is 1.00. (3) The peptide sequence is GIGTFLHYK. The MHC is Patr-A0101 with pseudo-sequence Patr-A0101. The binding affinity (normalized) is 0.448. (4) The peptide sequence is RYFTVAFLF. The MHC is HLA-B57:01 with pseudo-sequence HLA-B57:01. The binding affinity (normalized) is 0.213. (5) The peptide sequence is QIYAGIKVR. The MHC is HLA-A02:03 with pseudo-sequence HLA-A02:03. The binding affinity (normalized) is 0.102. (6) The peptide sequence is WPTPKTHPV. The MHC is HLA-A11:01 with pseudo-sequence HLA-A11:01. The binding affinity (normalized) is 0.213. (7) The peptide sequence is LVSAGIRKV. The MHC is HLA-B44:03 with pseudo-sequence HLA-B44:03. The binding affinity (normalized) is 0. (8) The peptide sequence is STLNFNNLR. The MHC is HLA-B35:01 with pseudo-sequence HLA-B35:01. The binding affinity (normalized) is 0. (9) The peptide sequence is YQNFQNADK. The MHC is HLA-A03:01 with pseudo-sequence HLA-A03:01. The binding affinity (normalized) is 0.269. (10) The peptide sequence is VQGPGGSTY. The MHC is HLA-B15:01 with pseudo-sequence HLA-B15:01. The binding affinity (normalized) is 0.515.